From a dataset of Peptide-MHC class II binding affinity with 134,281 pairs from IEDB. Regression. Given a peptide amino acid sequence and an MHC pseudo amino acid sequence, predict their binding affinity value. This is MHC class II binding data. The peptide sequence is AIFKLTYQNKVVRVQ. The MHC is DRB1_1302 with pseudo-sequence DRB1_1302. The binding affinity (normalized) is 0.969.